From a dataset of NCI-60 drug combinations with 297,098 pairs across 59 cell lines. Regression. Given two drug SMILES strings and cell line genomic features, predict the synergy score measuring deviation from expected non-interaction effect. (1) Drug 1: C1=CC=C(C(=C1)C(C2=CC=C(C=C2)Cl)C(Cl)Cl)Cl. Drug 2: C1CN(P(=O)(OC1)NCCCl)CCCl. Cell line: A498. Synergy scores: CSS=2.68, Synergy_ZIP=-1.28, Synergy_Bliss=0.458, Synergy_Loewe=-0.0932, Synergy_HSA=0.503. (2) Drug 1: C1CCN(CC1)CCOC2=CC=C(C=C2)C(=O)C3=C(SC4=C3C=CC(=C4)O)C5=CC=C(C=C5)O. Drug 2: C1=NC2=C(N=C(N=C2N1C3C(C(C(O3)CO)O)O)F)N. Cell line: SN12C. Synergy scores: CSS=21.2, Synergy_ZIP=-4.71, Synergy_Bliss=0.250, Synergy_Loewe=-1.52, Synergy_HSA=-1.23. (3) Drug 1: C1CC(C1)(C(=O)O)C(=O)O.[NH2-].[NH2-].[Pt+2]. Drug 2: C1=NC(=NC(=O)N1C2C(C(C(O2)CO)O)O)N. Cell line: NCI-H460. Synergy scores: CSS=71.6, Synergy_ZIP=4.01, Synergy_Bliss=7.01, Synergy_Loewe=-4.58, Synergy_HSA=7.80. (4) Drug 1: CC1CCC2CC(C(=CC=CC=CC(CC(C(=O)C(C(C(=CC(C(=O)CC(OC(=O)C3CCCCN3C(=O)C(=O)C1(O2)O)C(C)CC4CCC(C(C4)OC)OCCO)C)C)O)OC)C)C)C)OC. Drug 2: CC(C)(C#N)C1=CC(=CC(=C1)CN2C=NC=N2)C(C)(C)C#N. Cell line: SNB-75. Synergy scores: CSS=0.795, Synergy_ZIP=-1.51, Synergy_Bliss=-1.27, Synergy_Loewe=-3.79, Synergy_HSA=-3.69. (5) Drug 1: CN(C(=O)NC(C=O)C(C(C(CO)O)O)O)N=O. Drug 2: COC1=C2C(=CC3=C1OC=C3)C=CC(=O)O2. Cell line: RXF 393. Synergy scores: CSS=-1.86, Synergy_ZIP=0.474, Synergy_Bliss=-1.01, Synergy_Loewe=-2.61, Synergy_HSA=-2.94. (6) Drug 1: CC1=C(C(=CC=C1)Cl)NC(=O)C2=CN=C(S2)NC3=CC(=NC(=N3)C)N4CCN(CC4)CCO. Drug 2: CC1C(C(CC(O1)OC2CC(OC(C2O)C)OC3=CC4=CC5=C(C(=O)C(C(C5)C(C(=O)C(C(C)O)O)OC)OC6CC(C(C(O6)C)O)OC7CC(C(C(O7)C)O)OC8CC(C(C(O8)C)O)(C)O)C(=C4C(=C3C)O)O)O)O. Cell line: SF-295. Synergy scores: CSS=13.2, Synergy_ZIP=-1.30, Synergy_Bliss=-1.44, Synergy_Loewe=-1.00, Synergy_HSA=0.658.